Dataset: NCI-60 drug combinations with 297,098 pairs across 59 cell lines. Task: Regression. Given two drug SMILES strings and cell line genomic features, predict the synergy score measuring deviation from expected non-interaction effect. (1) Drug 1: C1CCC(C1)C(CC#N)N2C=C(C=N2)C3=C4C=CNC4=NC=N3. Drug 2: CC1C(C(CC(O1)OC2CC(CC3=C2C(=C4C(=C3O)C(=O)C5=CC=CC=C5C4=O)O)(C(=O)C)O)N)O. Cell line: A549. Synergy scores: CSS=66.2, Synergy_ZIP=0.512, Synergy_Bliss=2.00, Synergy_Loewe=-24.2, Synergy_HSA=3.56. (2) Synergy scores: CSS=4.84, Synergy_ZIP=-3.27, Synergy_Bliss=-4.44, Synergy_Loewe=-3.31, Synergy_HSA=-2.03. Cell line: SN12C. Drug 1: CN1C2=C(C=C(C=C2)N(CCCl)CCCl)N=C1CCCC(=O)O.Cl. Drug 2: COC1=NC(=NC2=C1N=CN2C3C(C(C(O3)CO)O)O)N. (3) Drug 1: CN(C)N=NC1=C(NC=N1)C(=O)N. Drug 2: CCC(=C(C1=CC=CC=C1)C2=CC=C(C=C2)OCCN(C)C)C3=CC=CC=C3.C(C(=O)O)C(CC(=O)O)(C(=O)O)O. Cell line: SF-295. Synergy scores: CSS=6.47, Synergy_ZIP=-2.58, Synergy_Bliss=-2.15, Synergy_Loewe=-0.139, Synergy_HSA=-0.482. (4) Drug 1: CC12CCC3C(C1CCC2=O)CC(=C)C4=CC(=O)C=CC34C. Drug 2: CC(C1=C(C=CC(=C1Cl)F)Cl)OC2=C(N=CC(=C2)C3=CN(N=C3)C4CCNCC4)N. Cell line: SK-MEL-5. Synergy scores: CSS=30.7, Synergy_ZIP=4.40, Synergy_Bliss=1.30, Synergy_Loewe=-2.16, Synergy_HSA=-2.77. (5) Drug 1: C1C(C(OC1N2C=NC3=C(N=C(N=C32)Cl)N)CO)O. Drug 2: C1CNP(=O)(OC1)N(CCCl)CCCl. Cell line: NCI-H522. Synergy scores: CSS=22.3, Synergy_ZIP=-11.6, Synergy_Bliss=-4.50, Synergy_Loewe=-28.3, Synergy_HSA=-2.93. (6) Drug 1: C1CC(C1)(C(=O)O)C(=O)O.[NH2-].[NH2-].[Pt+2]. Drug 2: CC12CCC3C(C1CCC2OP(=O)(O)O)CCC4=C3C=CC(=C4)OC(=O)N(CCCl)CCCl.[Na+]. Cell line: EKVX. Synergy scores: CSS=9.09, Synergy_ZIP=-4.68, Synergy_Bliss=-5.04, Synergy_Loewe=-2.50, Synergy_HSA=-2.28. (7) Drug 1: C1=CC(=CC=C1CCCC(=O)O)N(CCCl)CCCl. Drug 2: CC1=C(C(=O)C2=C(C1=O)N3CC4C(C3(C2COC(=O)N)OC)N4)N. Cell line: CCRF-CEM. Synergy scores: CSS=71.7, Synergy_ZIP=0.511, Synergy_Bliss=0.297, Synergy_Loewe=-0.930, Synergy_HSA=2.73.